This data is from Forward reaction prediction with 1.9M reactions from USPTO patents (1976-2016). The task is: Predict the product of the given reaction. (1) Given the reactants [CH:1]12[CH2:10][CH:5]3[CH2:6][CH:7]([CH2:9][CH:3]([CH2:4]3)[CH:2]1[N:11]1[C:14](=[O:15])[C:13]([CH3:17])([CH3:16])[NH:12]1)[CH2:8]2.[CH3:18][C:19]1[C:26]([CH3:27])=[CH:25][CH:24]=[CH:23][C:20]=1[CH2:21]Br, predict the reaction product. The product is: [CH3:18][C:19]1[C:26]([CH3:27])=[CH:25][CH:24]=[CH:23][C:20]=1[CH2:21][N:12]1[C:13]([CH3:17])([CH3:16])[C:14](=[O:15])[N:11]1[CH:2]1[CH:3]2[CH2:4][CH:5]3[CH2:6][CH:7]([CH2:8][CH:1]1[CH2:10]3)[CH2:9]2. (2) Given the reactants [NH2:1][C@H:2]1[CH2:7][CH2:6][CH2:5][CH2:4][C@@H:3]1[OH:8].S=[C:10]1[CH2:14][S:13][C:12](=[O:15])[NH:11]1, predict the reaction product. The product is: [OH:8][C@H:3]1[CH2:4][CH2:5][CH2:6][CH2:7][C@@H:2]1[NH:1][C:10]1[CH2:14][S:13][C:12](=[O:15])[N:11]=1. (3) Given the reactants [CH2:1]([NH:4][C:5]1[C:6]2[N:15]=[C:14](Cl)[N:13]=[C:12]([NH:17][CH2:18][CH:19]=[CH2:20])[C:7]=2[N:8]=[C:9]([Cl:11])[N:10]=1)[CH:2]=[CH2:3].[CH2:21]([NH2:24])[CH:22]=[CH2:23].C([O-])(O)=O.[Na+], predict the reaction product. The product is: [Cl:11][C:9]1[N:10]=[C:5]([NH:4][CH2:1][CH:2]=[CH2:3])[C:6]2[N:15]=[C:14]([NH:24][CH2:21][CH:22]=[CH2:23])[N:13]=[C:12]([NH:17][CH2:18][CH:19]=[CH2:20])[C:7]=2[N:8]=1. (4) Given the reactants Br[C:2]1[C:3]([NH:8][C@H:9]([C:14]([NH:16][CH2:17][C:18]#[N:19])=[O:15])[CH2:10][CH:11]([CH3:13])[CH3:12])=[N:4][O:5][C:6]=1[CH3:7].C(OC([N:27]1[CH2:32][CH2:31][N:30]([C:33]2[CH:38]=[CH:37][C:36](B(O)O)=[CH:35][CH:34]=2)[CH2:29][CH2:28]1)=O)(C)(C)C, predict the reaction product. The product is: [C:18]([CH2:17][NH:16][C:14](=[O:15])[C@H:9]([CH2:10][CH:11]([CH3:13])[CH3:12])[NH:8][C:3]1[C:2]([C:36]2[CH:35]=[CH:34][C:33]([N:30]3[CH2:29][CH2:28][NH:27][CH2:32][CH2:31]3)=[CH:38][CH:37]=2)=[C:6]([CH3:7])[O:5][N:4]=1)#[N:19]. (5) Given the reactants [OH:1][C:2]1[CH:17]=[CH:16][C:5]([C:6]([NH:8][CH2:9][CH:10]2[CH2:15][CH2:14][NH:13][CH2:12][CH2:11]2)=[O:7])=[CH:4][CH:3]=1.[CH3:18][C:19]1[CH:26]=[CH:25][C:22]([CH:23]=O)=[CH:21][CH:20]=1.C([BH3-])#N.[Na+], predict the reaction product. The product is: [OH:1][C:2]1[CH:3]=[CH:4][C:5]([C:6]([NH:8][CH2:9][CH:10]2[CH2:11][CH2:12][N:13]([CH2:18][C:19]3[CH:26]=[CH:25][C:22]([CH3:23])=[CH:21][CH:20]=3)[CH2:14][CH2:15]2)=[O:7])=[CH:16][CH:17]=1.